Dataset: Full USPTO retrosynthesis dataset with 1.9M reactions from patents (1976-2016). Task: Predict the reactants needed to synthesize the given product. Given the product [Cl:1][C:2]1[CH:7]=[CH:6][C:5]([CH:8]([C:21]2[CH:26]=[CH:25][C:24]([Cl:27])=[CH:23][CH:22]=2)[C:9]2[CH:10]=[C:11]3[C:16](=[CH:17][CH:18]=2)[NH:15][C:14](=[O:19])[CH:13]=[C:12]3[NH:37][CH2:36][C:32]2[CH:33]=[CH:34][CH:35]=[C:30]([C:29]([F:28])([F:38])[F:39])[CH:31]=2)=[CH:4][CH:3]=1, predict the reactants needed to synthesize it. The reactants are: [Cl:1][C:2]1[CH:7]=[CH:6][C:5]([CH:8]([C:21]2[CH:26]=[CH:25][C:24]([Cl:27])=[CH:23][CH:22]=2)[C:9]2[CH:10]=[C:11]3[C:16](=[CH:17][CH:18]=2)[N:15]=[C:14]([OH:19])[CH:13]=[C:12]3Br)=[CH:4][CH:3]=1.[F:28][C:29]([F:39])([F:38])[C:30]1[CH:31]=[C:32]([CH2:36][NH2:37])[CH:33]=[CH:34][CH:35]=1.C([O-])([O-])=O.[Cs+].[Cs+].